This data is from Reaction yield outcomes from USPTO patents with 853,638 reactions. The task is: Predict the reaction yield, written as a fraction of the theoretical maximum amount of product (1.0 means a 100% yield; for example, 0.34 means a 34% yield). (1) The reactants are CCCCCC.[OH-].[Na+].[CH2:9]([OH:15])[CH2:10][CH2:11][CH2:12][CH2:13][CH3:14].[Br:16][C:17]([CH2:19]Br)=[CH2:18]. The yield is 0.950. The product is [Br:16][C:17]([CH2:19][O:15][CH2:9][CH2:10][CH2:11][CH2:12][CH2:13][CH3:14])=[CH2:18]. The catalyst is [Br-].C([N+](CCCC)(CCCC)CCCC)CCC.O. (2) The reactants are FC1C=CC=C(OC)C=1OC1C=CC(C)=CC=1[N+]([O-])=O.BrN1C(=O)CCC1=O.C(OO[C:39](=[O:46])C1C=CC=CC=1)(=O)C1C=CC=CC=1.CS([O-])=O.[Na+].[F:52][C:53]1[CH:71]=[CH:70][CH:69]=[C:68]([O:72][CH3:73])[C:54]=1[O:55][C:56]1[CH:62]=[CH:61][C:60]([CH2:63][S:64]([CH3:67])(=[O:66])=[O:65])=[CH:59][C:57]=1[NH2:58].[NH2:74][C:75]1[S:76][CH:77]=[CH:78][N:79]=1. The catalyst is C(Cl)(Cl)(Cl)Cl.C1COCC1. The product is [F:52][C:53]1[CH:71]=[CH:70][CH:69]=[C:68]([O:72][CH3:73])[C:54]=1[O:55][C:56]1[CH:62]=[CH:61][C:60]([CH2:63][S:64]([CH3:67])(=[O:66])=[O:65])=[CH:59][C:57]=1[NH:58][C:39]([NH:74][C:75]1[S:76][CH:77]=[CH:78][N:79]=1)=[O:46]. The yield is 0.610. (3) The reactants are [C:1]([C:3]1[C:11]2[C:10]([O:12][C@H:13]3[CH2:16][C@H:15]([NH:17][C:18](=[O:21])[CH:19]=[CH2:20])[CH2:14]3)=[N:9][C:8]([NH:22][C:23]3[CH:24]=[N:25][N:26]([CH3:28])[CH:27]=3)=[N:7][C:6]=2[N:5](COCC[Si](C)(C)C)[CH:4]=1)#[N:2].C(O)(C(F)(F)F)=O.O. The catalyst is C(Cl)Cl. The product is [C:1]([C:3]1[C:11]2[C:10]([O:12][CH:13]3[CH2:16][CH:15]([NH:17][C:18](=[O:21])[CH:19]=[CH2:20])[CH2:14]3)=[N:9][C:8]([NH:22][C:23]3[CH:24]=[N:25][N:26]([CH3:28])[CH:27]=3)=[N:7][C:6]=2[NH:5][CH:4]=1)#[N:2]. The yield is 0.800.